Dataset: Forward reaction prediction with 1.9M reactions from USPTO patents (1976-2016). Task: Predict the product of the given reaction. (1) Given the reactants [CH3:1][O:2][C:3](=[O:11])[C:4]1[CH:9]=[CH:8][C:7]([OH:10])=[CH:6][CH:5]=1.[Br:12][CH2:13][CH2:14][CH2:15]Br, predict the reaction product. The product is: [CH3:1][O:2][C:3](=[O:11])[C:4]1[CH:9]=[CH:8][C:7]([O:10][CH2:15][CH2:14][CH2:13][Br:12])=[CH:6][CH:5]=1. (2) Given the reactants [F:1][C:2]1[CH:24]=[C:23]([C:25]2([F:31])[CH2:30][CH2:29][NH:28][CH2:27][CH2:26]2)[CH:22]=[C:21]([F:32])[C:3]=1[O:4][CH:5]1[CH2:10][CH2:9][N:8]([CH2:11][C:12]2[O:16][N:15]=[C:14]([C:17]([F:20])([F:19])[F:18])[N:13]=2)[CH2:7][CH2:6]1.C(N(C(C)C)C(C)C)C.[CH3:42][S:43](O[S:43]([CH3:42])(=[O:45])=[O:44])(=[O:45])=[O:44].C([O-])(O)=O.[Na+], predict the reaction product. The product is: [F:1][C:2]1[CH:24]=[C:23]([C:25]2([F:31])[CH2:30][CH2:29][N:28]([S:43]([CH3:42])(=[O:45])=[O:44])[CH2:27][CH2:26]2)[CH:22]=[C:21]([F:32])[C:3]=1[O:4][CH:5]1[CH2:10][CH2:9][N:8]([CH2:11][C:12]2[O:16][N:15]=[C:14]([C:17]([F:20])([F:18])[F:19])[N:13]=2)[CH2:7][CH2:6]1. (3) Given the reactants C(O[C:6](=O)[N:7]([CH2:9][C:10]1[CH:15]=[C:14]([C:16]#[C:17][CH2:18][CH2:19][N:20]2[CH2:25][CH2:24][O:23][CH2:22][CH2:21]2)[CH:13]=[CH:12][C:11]=1[O:26][C:27]1[CH:32]=[CH:31][C:30]([Cl:33])=[C:29]([Cl:34])[CH:28]=1)C)(C)(C)C.C(O)(C(F)(F)F)=O, predict the reaction product. The product is: [Cl:34][C:29]1[CH:28]=[C:27]([CH:32]=[CH:31][C:30]=1[Cl:33])[O:26][C:11]1[CH:12]=[CH:13][C:14]([C:16]#[C:17][CH2:18][CH2:19][N:20]2[CH2:25][CH2:24][O:23][CH2:22][CH2:21]2)=[CH:15][C:10]=1[CH2:9][NH:7][CH3:6]. (4) Given the reactants Cl.[CH:2]1[C:11]2[C:6](=[CH:7][CH:8]=[CH:9][CH:10]=2)[CH:5]=[CH:4][C:3]=1[CH2:12][N:13]1[C:21]2[C:20](=[O:22])[NH:19][C:18]([NH2:23])=[N:17][C:16]=2[N:15]=[CH:14]1.[CH:24]1[C:33]2[C:28](=[CH:29][CH:30]=[CH:31][CH:32]=2)[CH:27]=[CH:26][C:25]=1[CH2:34]Br, predict the reaction product. The product is: [NH2:23][C:18]1[N:17]([CH2:34][C:25]2[CH:26]=[CH:27][C:28]3[C:33](=[CH:32][CH:31]=[CH:30][CH:29]=3)[CH:24]=2)[C:16]2[N:15]=[CH:14][N:13]([CH2:12][C:3]3[CH:4]=[CH:5][C:6]4[C:11](=[CH:10][CH:9]=[CH:8][CH:7]=4)[CH:2]=3)[C:21]=2[C:20](=[O:22])[N:19]=1. (5) Given the reactants [CH3:1][O:2][C:3]1[C:4]([S:15]([C:18]2[CH:23]=[CH:22][C:21]([CH2:24][OH:25])=[CH:20][CH:19]=2)(=[O:17])=[O:16])=[CH:5][C:6]2[CH2:12][CH2:11][N:10]([CH3:13])[CH2:9][CH2:8][C:7]=2[CH:14]=1.[Cl:26][C:27]1[CH:32]=[CH:31][C:30](O)=[CH:29][CH:28]=1.C1(P(C2C=CC=CC=2)C2C=CC=CC=2)C=CC=CC=1.N(C(OC(C)C)=O)=NC(OC(C)C)=O, predict the reaction product. The product is: [ClH:26].[Cl:26][C:27]1[CH:32]=[CH:31][C:30]([O:25][CH2:24][C:21]2[CH:20]=[CH:19][C:18]([S:15]([C:4]3[C:3]([O:2][CH3:1])=[CH:14][C:7]4[CH2:8][CH2:9][N:10]([CH3:13])[CH2:11][CH2:12][C:6]=4[CH:5]=3)(=[O:17])=[O:16])=[CH:23][CH:22]=2)=[CH:29][CH:28]=1. (6) Given the reactants O[CH2:2][C:3]1ON=C(C(OCC)=O)[CH:4]=1.C([N:16]([CH2:20][CH3:21])[CH:17]([CH3:19])C)(C)C.Cl[C:23]([O:25][C:26]1[CH:31]=[CH:30][C:29]([N+]([O-])=O)=[CH:28][CH:27]=1)=O.[Cl:35]CCCl, predict the reaction product. The product is: [Cl:35][C:29]1[CH:30]=[CH:31][C:26]([O:25][CH:23]2[CH2:4][C:3]3([CH2:19][CH2:17][NH:16][CH2:20][CH2:21]3)[CH2:2]2)=[CH:27][CH:28]=1. (7) The product is: [O:9]1[C:5]([CH2:4][C:3]([NH:12][NH2:13])=[O:2])=[CH:6][CH:7]=[N:8]1. Given the reactants C[O:2][C:3](=O)[CH2:4][C:5]1[O:9][N:8]=[CH:7][CH:6]=1.O.[NH2:12][NH2:13], predict the reaction product.